Dataset: Retrosynthesis with 50K atom-mapped reactions and 10 reaction types from USPTO. Task: Predict the reactants needed to synthesize the given product. (1) Given the product C[Si](C)(C)CCOCn1ccc2c(-c3cnn(C4(CC#N)CN(C5CCN(C(=O)Nc6ccc(F)cc6C(F)(F)F)CC5)C4)c3)ncnc21, predict the reactants needed to synthesize it. The reactants are: C[Si](C)(C)CCOCn1ccc2c(-c3cnn(C4(CC#N)CN(C5CCNCC5)C4)c3)ncnc21.O=C=Nc1ccc(F)cc1C(F)(F)F. (2) Given the product CCCC(C)(OC)C(=O)OC, predict the reactants needed to synthesize it. The reactants are: CCCC(C)(OC)C(=O)O.O=C([O-])O. (3) The reactants are: C#CC1CC1.NC1=N[C@](CF)(c2cc(NC(=O)c3ccc(Br)cn3)ccc2F)C[C@@H](C(F)(F)F)O1. Given the product NC1=N[C@](CF)(c2cc(NC(=O)c3ccc(C#CC4CC4)cn3)ccc2F)C[C@@H](C(F)(F)F)O1, predict the reactants needed to synthesize it. (4) Given the product COc1cncc2nc(-c3ccnc(Nc4ccccc4)c3)nc(N3CC[C@@H](O)[C@H](O)C3)c12, predict the reactants needed to synthesize it. The reactants are: COc1cncc2nc(-c3ccnc(Cl)c3)nc(N3CC[C@@H](O)[C@H](O)C3)c12.Nc1ccccc1.